This data is from Forward reaction prediction with 1.9M reactions from USPTO patents (1976-2016). The task is: Predict the product of the given reaction. (1) Given the reactants [Cl:1][C:2]1[CH:28]=[CH:27][C:5]([C:6]([NH:8][C:9]2[S:10][CH:11]=[C:12]([CH2:14][C:15]([N:17]3[CH2:22][CH2:21][N:20]([CH2:23][C:24](O)=[O:25])[CH2:19][CH2:18]3)=[O:16])[N:13]=2)=[O:7])=[CH:4][CH:3]=1.[NH:29]1[CH2:38][CH2:37][CH2:36][C@H:30]1[C:31]([N:33]([CH3:35])[CH3:34])=[O:32], predict the reaction product. The product is: [CH3:34][N:33]([CH3:35])[C:31]([C@@H:30]1[CH2:36][CH2:37][CH2:38][N:29]1[C:24](=[O:25])[CH2:23][N:20]1[CH2:21][CH2:22][N:17]([C:15](=[O:16])[CH2:14][C:12]2[N:13]=[C:9]([NH:8][C:6](=[O:7])[C:5]3[CH:27]=[CH:28][C:2]([Cl:1])=[CH:3][CH:4]=3)[S:10][CH:11]=2)[CH2:18][CH2:19]1)=[O:32]. (2) Given the reactants [Br:1][C:2]1[CH:3]=[C:4]([C:9]2([C:15]3[CH:20]=[CH:19][C:18]([O:21][CH3:22])=[C:17]([CH3:23])[CH:16]=3)[CH2:13][O:12][C:11]([NH2:14])=[N:10]2)[CH:5]=[CH:6][C:7]=1[F:8], predict the reaction product. The product is: [Br:1][C:2]1[CH:3]=[C:4]([C@@:9]2([C:15]3[CH:20]=[CH:19][C:18]([O:21][CH3:22])=[C:17]([CH3:23])[CH:16]=3)[CH2:13][O:12][C:11]([NH2:14])=[N:10]2)[CH:5]=[CH:6][C:7]=1[F:8]. (3) Given the reactants [F:1][C:2]1[CH:3]=[N:4][C:5]([O:11][C:12]2[CH:17]=[CH:16][CH:15]=[C:14]([F:18])[CH:13]=2)=[C:6]([CH:10]=1)[C:7]([OH:9])=O.Cl.[NH2:20][C@H:21]([C:23]1[CH:32]=[CH:31][C:26]([C:27]([O:29]C)=[O:28])=[CH:25][CH:24]=1)[CH3:22], predict the reaction product. The product is: [F:1][C:2]1[CH:10]=[C:6]([C:7]([NH:20][C@H:21]([C:23]2[CH:32]=[CH:31][C:26]([C:27]([OH:29])=[O:28])=[CH:25][CH:24]=2)[CH3:22])=[O:9])[C:5]([O:11][C:12]2[CH:17]=[CH:16][CH:15]=[C:14]([F:18])[CH:13]=2)=[N:4][CH:3]=1.